Dataset: Forward reaction prediction with 1.9M reactions from USPTO patents (1976-2016). Task: Predict the product of the given reaction. (1) Given the reactants [CH3:1][O:2][C:3](=[O:27])[C@@H:4]([NH:10][C:11]([C:13]1[CH:18]=[CH:17][C:16]([C:19]2[CH:24]=[CH:23][C:22]([CH2:25][CH3:26])=[CH:21][CH:20]=2)=[CH:15][CH:14]=1)=[O:12])[C@H:5]([N:7]=[N+]=[N-])[CH3:6], predict the reaction product. The product is: [CH3:1][O:2][C:3](=[O:27])[C@@H:4]([NH:10][C:11]([C:13]1[CH:18]=[CH:17][C:16]([C:19]2[CH:24]=[CH:23][C:22]([CH2:25][CH3:26])=[CH:21][CH:20]=2)=[CH:15][CH:14]=1)=[O:12])[C@H:5]([NH2:7])[CH3:6]. (2) Given the reactants C([O-])([O-])=O.[Na+].[Na+].[Br:7][C:8]1[CH:9]=[N:10][C:11](I)=[N:12][CH:13]=1.[OH:15][CH2:16]/[CH:17]=[CH:18]/[C:19]1[CH:24]=[CH:23][C:22](B(O)O)=[CH:21][CH:20]=1, predict the reaction product. The product is: [Br:7][C:8]1[CH:9]=[N:10][C:11]([C:22]2[CH:23]=[CH:24][C:19](/[CH:18]=[CH:17]/[CH2:16][OH:15])=[CH:20][CH:21]=2)=[N:12][CH:13]=1.